From a dataset of Reaction yield outcomes from USPTO patents with 853,638 reactions. Predict the reaction yield, written as a fraction of the theoretical maximum amount of product (1.0 means a 100% yield; for example, 0.34 means a 34% yield). The reactants are [CH2:1]([O:3][C:4]1[C:9]([C:10]2[NH:15][C:14](=[O:16])[C:13]3=[C:17]([CH3:23])[N:18]=[C:19]([CH2:20][CH2:21][CH3:22])[N:12]3[N:11]=2)=[CH:8][C:7]([S:24](Cl)(=[O:26])=[O:25])=[C:6]([O:28][CH3:29])[CH:5]=1)[CH3:2].CN(C1C=CC=CN=1)C.[CH3:39][N:40]1[CH2:45][CH2:44][NH:43][CH2:42][CH2:41]1. The catalyst is ClCCl. The product is [CH2:1]([O:3][C:4]1[CH:5]=[C:6]([O:28][CH3:29])[C:7]([S:24]([N:43]2[CH2:44][CH2:45][N:40]([CH3:39])[CH2:41][CH2:42]2)(=[O:26])=[O:25])=[CH:8][C:9]=1[C:10]1[NH:15][C:14](=[O:16])[C:13]2=[C:17]([CH3:23])[N:18]=[C:19]([CH2:20][CH2:21][CH3:22])[N:12]2[N:11]=1)[CH3:2]. The yield is 0.550.